From a dataset of Catalyst prediction with 721,799 reactions and 888 catalyst types from USPTO. Predict which catalyst facilitates the given reaction. Reactant: [CH2:1]([O:8][CH2:9][CH:10]1[CH2:15][CH2:14][CH:13]([CH:16]=[O:17])[CH2:12][CH2:11]1)[C:2]1[CH:7]=[CH:6][CH:5]=[CH:4][CH:3]=1.[O-]Cl.[Na+].[CH3:21][OH:22]. Product: [CH3:21][O:22][C:16]([CH:13]1[CH2:12][CH2:11][CH:10]([CH2:9][O:8][CH2:1][C:2]2[CH:3]=[CH:4][CH:5]=[CH:6][CH:7]=2)[CH2:15][CH2:14]1)=[O:17]. The catalyst class is: 15.